This data is from NCI-60 drug combinations with 297,098 pairs across 59 cell lines. The task is: Regression. Given two drug SMILES strings and cell line genomic features, predict the synergy score measuring deviation from expected non-interaction effect. Drug 1: CC=C1C(=O)NC(C(=O)OC2CC(=O)NC(C(=O)NC(CSSCCC=C2)C(=O)N1)C(C)C)C(C)C. Drug 2: C1CN(CCN1C(=O)CCBr)C(=O)CCBr. Cell line: SNB-75. Synergy scores: CSS=38.4, Synergy_ZIP=0.239, Synergy_Bliss=2.52, Synergy_Loewe=-21.5, Synergy_HSA=4.18.